This data is from Reaction yield outcomes from USPTO patents with 853,638 reactions. The task is: Predict the reaction yield, written as a fraction of the theoretical maximum amount of product (1.0 means a 100% yield; for example, 0.34 means a 34% yield). (1) The reactants are Br[C:2]1[CH:3]=[C:4]2[C:9](=[CH:10][CH:11]=1)[N:8]=[C:7]([C:12]1[CH:13]=[N:14][CH:15]=[CH:16][CH:17]=1)[N:6]=[C:5]2[NH:18][CH3:19].[CH3:20][O:21][C:22]1[N:27]=[CH:26][C:25](B(O)O)=[CH:24][CH:23]=1.O.P([O-])([O-])([O-])=O.[K+].[K+].[K+]. The catalyst is O1CCOCC1.O.O. The product is [CH3:20][O:21][C:22]1[N:27]=[CH:26][C:25]([C:2]2[CH:3]=[C:4]3[C:9](=[CH:10][CH:11]=2)[N:8]=[C:7]([C:12]2[CH:13]=[N:14][CH:15]=[CH:16][CH:17]=2)[N:6]=[C:5]3[NH:18][CH3:19])=[CH:24][CH:23]=1. The yield is 0.510. (2) The reactants are [C:1]([O:5][C@@H:6]([C@H:8]1[CH2:12][O:11][C:10](=[O:13])[NH:9]1)[CH3:7])([CH3:4])([CH3:3])[CH3:2].[H-].[Na+].[F:16][C:17]1[N:22]=[C:21](F)[C:20]([F:24])=[CH:19][N:18]=1.CCOC(C)=O.CCCCCCC. The catalyst is CN(C=O)C. The product is [C:1]([O:5][C@@H:6]([C@H:8]1[CH2:12][O:11][C:10](=[O:13])[N:9]1[C:19]1[C:20]([F:24])=[CH:21][N:22]=[C:17]([F:16])[N:18]=1)[CH3:7])([CH3:2])([CH3:3])[CH3:4]. The yield is 0.680. (3) The reactants are [OH:1][C@@H:2]1[CH2:6][CH2:5][N:4](C(OC(C)(C)C)=O)[CH2:3]1.[Cl:14][C:15]1[CH:20]=[CH:19][CH:18]=[CH:17][C:16]=1O. No catalyst specified. The product is [ClH:14].[Cl:14][C:15]1[CH:20]=[CH:19][CH:18]=[CH:17][C:16]=1[O:1][C@H:2]1[CH2:6][CH2:5][NH:4][CH2:3]1. The yield is 0.540. (4) The reactants are [O:1]1[CH:5]=[CH:4][C:3]([C:6]2[C:11]([O:12][CH2:13][C:14]([O:16]C)=O)=[CH:10][CH:9]=[CH:8][N:7]=2)=[CH:2]1.[NH2:18][NH2:19]. The catalyst is CCO. The product is [O:1]1[CH:5]=[CH:4][C:3]([C:6]2[C:11]([O:12][CH2:13][C:14]([NH:18][NH2:19])=[O:16])=[CH:10][CH:9]=[CH:8][N:7]=2)=[CH:2]1. The yield is 0.840. (5) The reactants are [Cl:1][C:2]1[CH:7]=[CH:6][C:5]([CH2:8][C:9]([OH:11])=[O:10])=[CH:4][CH:3]=1.S(=O)(=O)(O)O.[CH2:17](O)[CH3:18]. No catalyst specified. The product is [CH2:17]([O:10][C:9](=[O:11])[CH2:8][C:5]1[CH:4]=[CH:3][C:2]([Cl:1])=[CH:7][CH:6]=1)[CH3:18]. The yield is 0.880. (6) The reactants are [CH2:1]([O:8][C:9]1[CH:14]=[CH:13][C:12](B(O)O)=[CH:11][CH:10]=1)[C:2]1[CH:7]=[CH:6][CH:5]=[CH:4][CH:3]=1.Br/[CH:19]=[CH:20]/[C:21]([F:24])([F:23])[F:22].C(=O)([O-])[O-].[Cs+].[Cs+]. The catalyst is O.CCOC(C)=O. The product is [CH2:1]([O:8][C:9]1[CH:14]=[CH:13][C:12](/[CH:19]=[CH:20]/[C:21]([F:24])([F:23])[F:22])=[CH:11][CH:10]=1)[C:2]1[CH:7]=[CH:6][CH:5]=[CH:4][CH:3]=1. The yield is 0.740. (7) The reactants are [Cl:1][C:2]1[CH:3]=[C:4](B(O)O)[CH:5]=[CH:6][CH:7]=1.C(=O)([O-])[O-].[K+].[K+].Br[C:18]1[N:23]=[C:22]([C:24]([OH:26])=[O:25])[CH:21]=[CH:20][C:19]=1[CH3:27]. The catalyst is O.C1(P(C2C=CC=CC=2)[C-]2C=CC=C2)C=CC=CC=1.[C-]1(P(C2C=CC=CC=2)C2C=CC=CC=2)C=CC=C1.[Fe+2].C(Cl)Cl.[Pd](Cl)Cl. The yield is 0.569. The product is [Cl:1][C:2]1[CH:3]=[C:4]([C:18]2[N:23]=[C:22]([C:24]([OH:26])=[O:25])[CH:21]=[CH:20][C:19]=2[CH3:27])[CH:5]=[CH:6][CH:7]=1. (8) The product is [CH3:1][C:2]1[O:6][N:5]=[C:4]([C:7]2[CH:8]=[CH:9][CH:10]=[CH:11][CH:12]=2)[C:3]=1[CH2:13][O:14][C:15]1[N:20]=[N:19][C:18]([NH:21][C:27]([CH:22]2[CH2:26][CH2:25][CH2:24][CH2:23]2)=[O:28])=[CH:17][CH:16]=1. The yield is 0.780. No catalyst specified. The reactants are [CH3:1][C:2]1[O:6][N:5]=[C:4]([C:7]2[CH:12]=[CH:11][CH:10]=[CH:9][CH:8]=2)[C:3]=1[CH2:13][O:14][C:15]1[N:20]=[N:19][C:18]([NH2:21])=[CH:17][CH:16]=1.[CH:22]1([C:27](Cl)=[O:28])[CH2:26][CH2:25][CH2:24][CH2:23]1. (9) The reactants are Cl[CH2:2][C:3]1[N:4]=[C:5]([C:9]2[CH:18]=[CH:17][C:12]([C:13]([O:15][CH3:16])=[O:14])=[CH:11][CH:10]=2)[O:6][C:7]=1[CH3:8].[CH3:19][N:20]([CH2:22][C:23]1[CH:28]=[CH:27][C:26]([S:29]([O-:31])=[O:30])=[CH:25][CH:24]=1)[CH3:21].[Li+].C(=O)([O-])[O-].[K+].[K+].O. The yield is 0.160. The product is [CH3:21][N:20]([CH2:22][C:23]1[CH:28]=[CH:27][C:26]([S:29]([CH2:2][C:3]2[N:4]=[C:5]([C:9]3[CH:18]=[CH:17][C:12]([C:13]([O:15][CH3:16])=[O:14])=[CH:11][CH:10]=3)[O:6][C:7]=2[CH3:8])(=[O:30])=[O:31])=[CH:25][CH:24]=1)[CH3:19]. The catalyst is CN(C)C=O. (10) The reactants are [I:1][C:2]1[CH:17]=[CH:16][C:5]([C:6]([NH:8][C:9]2[CH:14]=[CH:13][CH:12]=[CH:11][C:10]=2[OH:15])=O)=[CH:4][CH:3]=1.O.C1(C)C=CC(S(O)(=O)=O)=CC=1.C1(C)C=CC=CC=1. The catalyst is O. The product is [I:1][C:2]1[CH:17]=[CH:16][C:5]([C:6]2[O:15][C:10]3[CH:11]=[CH:12][CH:13]=[CH:14][C:9]=3[N:8]=2)=[CH:4][CH:3]=1. The yield is 0.750.